Predict the reactants needed to synthesize the given product. From a dataset of Full USPTO retrosynthesis dataset with 1.9M reactions from patents (1976-2016). (1) The reactants are: C#N.[S:3](=[O:7])(=[O:6])([OH:5])[OH:4].[C:8]([NH2:13])(=[O:12])[C:9]([CH3:11])=[CH2:10]. Given the product [S:3](=[O:5])(=[O:4])([OH:7])[O-:6].[NH4+:13].[C:8]([OH:12])(=[O:4])[C:9]([CH3:11])=[CH2:10], predict the reactants needed to synthesize it. (2) Given the product [Br:1][C:2]1[C:3]([F:12])=[C:4]2[C:10]([NH:11][C:19]([C:14]3[N:15]=[CH:16][CH:17]=[CH:18][N:13]=3)=[O:20])=[CH:9][NH:8][C:5]2=[N:6][CH:7]=1, predict the reactants needed to synthesize it. The reactants are: [Br:1][C:2]1[C:3]([F:12])=[C:4]2[C:10]([NH2:11])=[CH:9][NH:8][C:5]2=[N:6][CH:7]=1.[N:13]1[CH:18]=[CH:17][CH:16]=[N:15][C:14]=1[C:19](O)=[O:20].O=C1N(P(Cl)(N2CCOC2=O)=O)CCO1.C(N(CC)CC)C. (3) Given the product [N:60]12[CH2:65][CH2:64][CH:63]([CH2:62][CH2:61]1)[N:57]([C:55]([C:52]1[C:51]3[CH:66]=[CH:67][C:48]([N:73]4[CH2:74][CH2:75][N:71]([CH:68]([CH3:70])[CH3:69])[C:72]4=[O:76])=[CH:49][C:50]=3[S:54][N:53]=1)=[O:56])[CH2:58][CH2:59]2, predict the reactants needed to synthesize it. The reactants are: C1C=CC(P(C2C=CC3C(=CC=CC=3)C=2C2C3C(=CC=CC=3)C=CC=2P(C2C=CC=CC=2)C2C=CC=CC=2)C2C=CC=CC=2)=CC=1.Br[C:48]1[CH:67]=[CH:66][C:51]2[C:52]([C:55]([N:57]3[CH:63]4[CH2:64][CH2:65][N:60]([CH2:61][CH2:62]4)[CH2:59][CH2:58]3)=[O:56])=[N:53][S:54][C:50]=2[CH:49]=1.[CH:68]([N:71]1[CH2:75][CH2:74][NH:73][C:72]1=[O:76])([CH3:70])[CH3:69].C(=O)([O-])[O-].[Cs+].[Cs+]. (4) Given the product [Br:1][C:2]1[C:3]([F:20])=[C:4]([OH:5])[C:13]([C:16]([CH3:17])([CH3:19])[CH3:18])=[CH:14][CH:15]=1, predict the reactants needed to synthesize it. The reactants are: [Br:1][C:2]1[C:3]([F:20])=[C:4]([C:13]([C:16]([CH3:19])([CH3:18])[CH3:17])=[CH:14][CH:15]=1)[O:5][Si](C(C)(C)C)(C)C.CCCC[N+](CCCC)(CCCC)CCCC.[F-].[NH4+].[Cl-].